Dataset: Catalyst prediction with 721,799 reactions and 888 catalyst types from USPTO. Task: Predict which catalyst facilitates the given reaction. (1) Reactant: [I:1][C:2]1[CH:3]=[C:4]2[C:8](=[CH:9][CH:10]=1)[NH:7][N:6]=[CH:5]2.[CH2:11]1[CH2:16][O:15][CH:14]=[CH:13][CH2:12]1.CC1C=CC(S(O)(=O)=O)=CC=1.C([O-])(O)=O.[Na+]. Product: [I:1][C:2]1[CH:3]=[C:4]2[C:8](=[CH:9][CH:10]=1)[N:7]([CH:14]1[CH2:13][CH2:12][CH2:11][CH2:16][O:15]1)[N:6]=[CH:5]2. The catalyst class is: 4. (2) Reactant: BrC1C(N2CCN(CC3C=NC=CC=3)CC2)=C2N=C(C3C=CC(CN)=CC=3)NC2=NC=1.[Br:32][C:33]1[C:34]([N:52]2[CH2:57][CH2:56][N:55]([CH2:58][C:59]3[CH:60]=[N:61][CH:62]=[CH:63][CH:64]=3)[CH2:54][CH2:53]2)=[C:35]2[N:41]=[C:40]([CH2:42][CH2:43][NH:44]C(=O)OC(C)(C)C)[NH:39][C:36]2=[N:37][CH:38]=1.C(O)(C(F)(F)F)=O. Product: [Br:32][C:33]1[C:34]([N:52]2[CH2:57][CH2:56][N:55]([CH2:58][C:59]3[CH:60]=[N:61][CH:62]=[CH:63][CH:64]=3)[CH2:54][CH2:53]2)=[C:35]2[N:41]=[C:40]([CH2:42][CH2:43][NH2:44])[NH:39][C:36]2=[N:37][CH:38]=1. The catalyst class is: 2. (3) Reactant: C([O:3][CH2:4][CH2:5][O:6][NH:7][C:8]([C:10]1[CH:15]=[C:14]([CH3:16])[C:13](=[O:17])[N:12]([CH3:18])[C:11]=1[NH:19][C:20]1[CH:25]=[CH:24][C:23]([I:26])=[CH:22][C:21]=1[F:27])=[O:9])=C.Cl.[OH-].[Na+].C(C(C)=O)C(C)C. Product: [F:27][C:21]1[CH:22]=[C:23]([I:26])[CH:24]=[CH:25][C:20]=1[NH:19][C:11]1[N:12]([CH3:18])[C:13](=[O:17])[C:14]([CH3:16])=[CH:15][C:10]=1[C:8]([NH:7][O:6][CH2:5][CH2:4][OH:3])=[O:9]. The catalyst class is: 54. (4) The catalyst class is: 8. Reactant: O.[C:2]1([CH3:12])[CH:7]=[CH:6][C:5]([S:8]([OH:11])(=[O:10])=[O:9])=[CH:4][CH:3]=1.[F:13][C@@H:14]1[CH2:18][CH2:17][N:16](C(OC(C)(C)C)=O)[CH2:15]1. Product: [CH3:12][C:2]1[CH:3]=[CH:4][C:5]([S:8]([OH:11])(=[O:10])=[O:9])=[CH:6][CH:7]=1.[F:13][C@@H:14]1[CH2:18][CH2:17][NH:16][CH2:15]1. (5) Reactant: [CH3:1][O:2][C:3]1[C:4]([CH2:21][N:22]2[CH2:27][CH2:26][N:25](C(OC(C)(C)C)=O)[CH2:24][CH2:23]2)=[C:5]2[C:9](=[CH:10][CH:11]=1)[N:8]([S:12]([C:15]1[CH:20]=[CH:19][CH:18]=[CH:17][CH:16]=1)(=[O:14])=[O:13])[CH:7]=[CH:6]2.[C:35]([OH:41])([C:37]([F:40])([F:39])[F:38])=[O:36]. Product: [F:38][C:37]([F:40])([F:39])[C:35]([OH:41])=[O:36].[F:38][C:37]([F:40])([F:39])[C:35]([OH:41])=[O:36].[CH3:1][O:2][C:3]1[C:4]([CH2:21][N:22]2[CH2:27][CH2:26][NH:25][CH2:24][CH2:23]2)=[C:5]2[C:9](=[CH:10][CH:11]=1)[N:8]([S:12]([C:15]1[CH:16]=[CH:17][CH:18]=[CH:19][CH:20]=1)(=[O:13])=[O:14])[CH:7]=[CH:6]2. The catalyst class is: 4.